From a dataset of Forward reaction prediction with 1.9M reactions from USPTO patents (1976-2016). Predict the product of the given reaction. Given the reactants [O:1]1[C:5]([C:6]2[CH:11]=[CH:10][C:9]([NH:12][NH2:13])=[CH:8][CH:7]=2)=[CH:4][N:3]=[CH:2]1.[CH3:14][O:15][C:16]1[CH:17]=[C:18]([CH:21]=[CH:22][C:23]=1[O:24][CH3:25])[CH:19]=O, predict the reaction product. The product is: [O:1]1[C:5]([C:6]2[CH:7]=[CH:8][C:9]([NH:12][N:13]=[CH:19][C:18]3[CH:21]=[CH:22][C:23]([O:24][CH3:25])=[C:16]([O:15][CH3:14])[CH:17]=3)=[CH:10][CH:11]=2)=[CH:4][N:3]=[CH:2]1.